Predict the reaction yield, written as a fraction of the theoretical maximum amount of product (1.0 means a 100% yield; for example, 0.34 means a 34% yield). From a dataset of Reaction yield outcomes from USPTO patents with 853,638 reactions. The reactants are [N:1]1[CH:6]=[CH:5][CH:4]=[CH:3][C:2]=1[S:7][C:8]1[CH:13]=[CH:12][C:11]([N+:14]([O-])=O)=[CH:10][CH:9]=1.C([O-])([O-])=O.[K+].[K+]. The catalyst is CC(O)=O.CCOC(C)=O.O.[Fe]. The product is [N:1]1[CH:6]=[CH:5][CH:4]=[CH:3][C:2]=1[S:7][C:8]1[CH:13]=[CH:12][C:11]([NH2:14])=[CH:10][CH:9]=1. The yield is 0.700.